Dataset: Forward reaction prediction with 1.9M reactions from USPTO patents (1976-2016). Task: Predict the product of the given reaction. (1) Given the reactants C(OC([N:8]1[CH2:11][CH:10]([CH2:12][CH2:13][O:14][CH3:15])[CH2:9]1)=O)(C)(C)C.[ClH:16].O1CCOCC1, predict the reaction product. The product is: [ClH:16].[CH3:15][O:14][CH2:13][CH2:12][CH:10]1[CH2:11][NH:8][CH2:9]1. (2) Given the reactants [C:1](OC(=O)C)(=[O:3])[CH3:2].[Cl:8][C:9]1[C:17]2[N:16]=[C:15]3[N:18]([C:22]4[C:23]([CH3:31])=[N:24][C:25]([N:28]([CH3:30])[CH3:29])=[CH:26][CH:27]=4)[CH2:19][CH2:20][CH2:21][N:14]3[C:13]=2[C:12]([CH:32]([OH:35])[CH2:33][CH3:34])=[CH:11][CH:10]=1, predict the reaction product. The product is: [C:1]([O:35][CH:32]([C:12]1[C:13]2[N:14]3[CH2:21][CH2:20][CH2:19][N:18]([C:22]4[C:23]([CH3:31])=[N:24][C:25]([N:28]([CH3:30])[CH3:29])=[CH:26][CH:27]=4)[C:15]3=[N:16][C:17]=2[C:9]([Cl:8])=[CH:10][CH:11]=1)[CH2:33][CH3:34])(=[O:3])[CH3:2]. (3) Given the reactants [Cl:1][C:2]1[CH:11]=[CH:10][C:9]2[CH2:8][N:7]([C:12]([O:14][CH3:15])=[O:13])[CH2:6][CH2:5][C:4]=2[N:3]=1.CC#N.[OH2:19], predict the reaction product. The product is: [Cl:1][C:2]1[CH:11]=[CH:10][C:9]2[C:8](=[O:19])[N:7]([C:12]([O:14][CH3:15])=[O:13])[CH2:6][CH2:5][C:4]=2[N:3]=1. (4) Given the reactants Cl.[CH3:2][O:3][C:4]([C:6]1[CH:11]=[CH:10][CH:9]=[C:8]([C:12]2[O:16][C:15]([C:17](=[O:27])[CH2:18][CH2:19][CH2:20][CH:21]3[CH2:26][CH2:25][NH:24][CH2:23][CH2:22]3)=[N:14][CH:13]=2)[N:7]=1)=[O:5].CCN(CC)CC.[CH:35]([C:38]1[CH:45]=[CH:44][C:41]([CH:42]=O)=[CH:40][CH:39]=1)([CH3:37])[CH3:36].[BH-](OC(C)=O)(OC(C)=O)OC(C)=O.[Na+], predict the reaction product. The product is: [CH3:2][O:3][C:4]([C:6]1[CH:11]=[CH:10][CH:9]=[C:8]([C:12]2[O:16][C:15]([C:17](=[O:27])[CH2:18][CH2:19][CH2:20][CH:21]3[CH2:22][CH2:23][N:24]([CH2:42][C:41]4[CH:44]=[CH:45][C:38]([CH:35]([CH3:37])[CH3:36])=[CH:39][CH:40]=4)[CH2:25][CH2:26]3)=[N:14][CH:13]=2)[N:7]=1)=[O:5]. (5) The product is: [F:19][C:17]1[C:18]2[C:10]3[CH2:9][NH:8][CH2:23][CH2:22][C:11]=3[N:12]([CH3:21])[C:13]=2[C:14]([CH3:20])=[CH:15][CH:16]=1. Given the reactants C(OC([N:8]1[CH2:23][CH2:22][C:11]2[N:12]([CH3:21])[C:13]3[C:14]([CH3:20])=[CH:15][CH:16]=[C:17]([F:19])[C:18]=3[C:10]=2[CH2:9]1)=O)(C)(C)C.C(O)(C(F)(F)F)=O.C(Cl)Cl, predict the reaction product. (6) Given the reactants [Cl:1][C:2]1[CH:3]=[CH:4][C:5]([CH3:11])=[C:6]([CH:10]=1)[C:7](O)=[O:8].S(Cl)([Cl:14])=O, predict the reaction product. The product is: [Cl:1][C:2]1[CH:3]=[CH:4][C:5]([CH3:11])=[C:6]([CH:10]=1)[C:7]([Cl:14])=[O:8]. (7) Given the reactants C([C:3]1([C:9]([OH:11])=[O:10])[CH2:8][CH2:7][O:6][CH2:5][CH2:4]1)#N.C(C1(C(OC)=O)CCOCC1)#N.Cl, predict the reaction product. The product is: [O:6]1[CH2:7][CH2:8][CH:3]([C:9]([OH:11])=[O:10])[CH2:4][CH2:5]1.